Dataset: Human liver microsome stability data. Task: Regression/Classification. Given a drug SMILES string, predict its absorption, distribution, metabolism, or excretion properties. Task type varies by dataset: regression for continuous measurements (e.g., permeability, clearance, half-life) or binary classification for categorical outcomes (e.g., BBB penetration, CYP inhibition). Dataset: hlm. (1) The compound is C[C@@H]1CC[C@@H]2[C@]34OO[C@](C)(CC[C@@H]13)O[C@H]4O[C@]2(C)COP(=O)(OC[C@@]1(C)O[C@@H]2O[C@@]3(C)CC[C@H]4[C@H](C)CC[C@@H]1[C@@]24OO3)Oc1ccccc1. The result is 1 (stable in human liver microsomes). (2) The result is 0 (unstable in human liver microsomes). The drug is O=C(NS(=O)(=O)c1ccccc1)c1ccc(F)c2c(C(=O)C(=O)N3CCN(C(=O)c4ccccc4)CC3)c[nH]c12. (3) The compound is [2H]C(Oc1cc(OC([2H])([2H])[2H])cc2oc(-c3cn4nc(OC)sc4n3)cc12)c1nc(N2CCOCC2)sc1C. The result is 1 (stable in human liver microsomes). (4) The compound is CC(=O)c1cc(C(=O)NOCCCO)c(Nc2ccc(I)cc2F)n1C. The result is 0 (unstable in human liver microsomes). (5) The molecule is COc1ccc(-c2cc(-c3ccc(C(=O)NCCN4CCCC4)cc3)cnc2N)cn1. The result is 0 (unstable in human liver microsomes). (6) The drug is N#CC1(n2cc([C@H](CC3CCCCC3)NC(=O)c3ccsc3)nn2)CC1. The result is 1 (stable in human liver microsomes). (7) The drug is CS(=O)(=O)Nc1ccc2c(c1)S(=O)(=O)NC(C1=C(O)C3CCCCCCC3N(Cc3ccc(F)cc3)C1=O)=N2. The result is 0 (unstable in human liver microsomes). (8) The molecule is CCc1c2nc(-c3cc(S(=O)(=O)N4CCN(CC)CC4)cnc3OCC(C)C)nc(O)c2nn1CCOC. The result is 1 (stable in human liver microsomes). (9) The compound is CS(=O)(=O)c1ccc(-c2nnc(/C=C/c3nnc(-c4ccc(C#N)cc4)o3)n2-c2ccccc2Cl)nc1. The result is 0 (unstable in human liver microsomes).